Dataset: Catalyst prediction with 721,799 reactions and 888 catalyst types from USPTO. Task: Predict which catalyst facilitates the given reaction. (1) Reactant: Br[C:2]1[CH:31]=[CH:30][C:5]([CH2:6][C@@H:7]2[C:12]([CH3:14])([CH3:13])[O:11][C:10]([NH:15][C:16]34[CH2:23][CH:22]5[CH2:24][C:18]([C:25]([NH2:27])=[O:26])([CH2:19][CH:20]3[CH2:21]5)[CH2:17]4)=[N:9][S:8]2(=[O:29])=[O:28])=[CH:4][CH:3]=1.[H][H]. Product: [CH2:6]([C@@H:7]1[C:12]([CH3:14])([CH3:13])[O:11][C:10]([NH:15][C:16]23[CH2:23][CH:22]4[CH2:24][C:18]([C:25]([NH2:27])=[O:26])([CH2:19][CH:20]2[CH2:21]4)[CH2:17]3)=[N:9][S:8]1(=[O:28])=[O:29])[C:5]1[CH:30]=[CH:31][CH:2]=[CH:3][CH:4]=1. The catalyst class is: 29. (2) The catalyst class is: 10. Reactant: [C:1]1([C@@:7]([N:20]2[CH2:25][CH2:24][CH2:23][CH2:22][CH2:21]2)([CH3:19])[C:8]([O:10][C@@H:11]2[CH:16]3[CH2:17][CH2:18][N:13]([CH2:14][CH2:15]3)[CH2:12]2)=[O:9])[CH:6]=[CH:5][CH:4]=[CH:3][CH:2]=1.[Cl:26][CH2:27][CH2:28][C:29]1[CH:34]=[CH:33][C:32]([F:35])=[CH:31][CH:30]=1.C(OCC)C. Product: [Cl-:26].[F:35][C:32]1[CH:33]=[CH:34][C:29]([CH2:28][CH2:27][N+:13]23[CH2:18][CH2:17][CH:16]([CH2:15][CH2:14]2)[C@@H:11]([O:10][C:8](=[O:9])[C@:7]([C:1]2[CH:6]=[CH:5][CH:4]=[CH:3][CH:2]=2)([N:20]2[CH2:25][CH2:24][CH2:23][CH2:22][CH2:21]2)[CH3:19])[CH2:12]3)=[CH:30][CH:31]=1. (3) Reactant: Cl[C:2]1[N:11]=[C:10]([CH2:12][C:13]([NH2:15])=[O:14])[C:9]2[C:4](=[CH:5][CH:6]=[CH:7][CH:8]=2)[N:3]=1.[CH3:16][N:17]1[CH2:22][CH2:21][NH:20][CH2:19][CH2:18]1.CCOC(C)=O. Product: [CH3:16][N:17]1[CH2:22][CH2:21][N:20]([C:2]2[N:11]=[C:10]([CH2:12][C:13]([NH2:15])=[O:14])[C:9]3[C:4](=[CH:5][CH:6]=[CH:7][CH:8]=3)[N:3]=2)[CH2:19][CH2:18]1. The catalyst class is: 60. (4) Reactant: C(O)(C(F)(F)F)=O.[NH2:8][C@@H:9]([CH2:13][CH:14]1[CH2:19][CH2:18][CH:17]([CH3:20])[CH2:16][CH2:15]1)[C:10]([OH:12])=[O:11].[OH-].[K+].[C:23](O[C:23]([O:25][C:26]([CH3:29])([CH3:28])[CH3:27])=[O:24])([O:25][C:26]([CH3:29])([CH3:28])[CH3:27])=[O:24].C(=O)([O-])N. Product: [C:26]([O:25][C:23]([NH:8][C@@H:9]([CH2:13][CH:14]1[CH2:15][CH2:16][CH:17]([CH3:20])[CH2:18][CH2:19]1)[C:10]([OH:12])=[O:11])=[O:24])([CH3:29])([CH3:28])[CH3:27]. The catalyst class is: 758. (5) Reactant: [CH2:1]1[CH:5]2[CH2:6][NH:7][CH2:8][CH:4]2[CH2:3][N:2]1[C:9]([O:11][C:12]([CH3:15])([CH3:14])[CH3:13])=[O:10].[C:16]1([C:22]2[CH:29]=[CH:28][C:25]([CH:26]=O)=[CH:24][CH:23]=2)[CH:21]=[CH:20][CH:19]=[CH:18][CH:17]=1.C(O[BH-](OC(=O)C)OC(=O)C)(=O)C.[Na+].ClCCCl. Product: [C:16]1([C:22]2[CH:23]=[CH:24][C:25]([CH2:26][N:7]3[CH2:6][CH:5]4[CH2:1][N:2]([C:9]([O:11][C:12]([CH3:15])([CH3:14])[CH3:13])=[O:10])[CH2:3][CH:4]4[CH2:8]3)=[CH:28][CH:29]=2)[CH:17]=[CH:18][CH:19]=[CH:20][CH:21]=1. The catalyst class is: 6. (6) Reactant: C(OC(=O)[NH:7][C@@H:8]([C:11]1[CH:16]=[CH:15][C:14]([Cl:17])=[C:13]([O:18][C:19]2[CH:24]=[CH:23][N:22]=[C:21]([NH2:25])[CH:20]=2)[C:12]=1[F:26])[CH2:9][CH3:10])(C)(C)C.Cl. Product: [ClH:17].[NH2:7][C@@H:8]([C:11]1[C:12]([F:26])=[C:13]([C:14]([Cl:17])=[CH:15][CH:16]=1)[O:18][C:19]1[CH:24]=[CH:23][N:22]=[C:21]([NH2:25])[CH:20]=1)[CH2:9][CH3:10]. The catalyst class is: 25. (7) Reactant: [CH2:1]([O:8][CH2:9][CH2:10][CH2:11][O:12][C:13]1[C:18]([F:19])=[CH:17][CH:16]=[C:15]([CH:20]=[O:21])[C:14]=1OS(C(F)(F)F)(=O)=O)[C:2]1[CH:7]=[CH:6][CH:5]=[CH:4][CH:3]=1.[B:30]1([B:30]2[O:34][C:33]([CH3:36])([CH3:35])[C:32]([CH3:38])([CH3:37])[O:31]2)[O:34][C:33]([CH3:36])([CH3:35])[C:32]([CH3:38])([CH3:37])[O:31]1.CC([O-])=O.[K+]. Product: [CH2:1]([O:8][CH2:9][CH2:10][CH2:11][O:12][C:13]1[C:14]([B:30]2[O:34][C:33]([CH3:36])([CH3:35])[C:32]([CH3:38])([CH3:37])[O:31]2)=[C:15]([CH:16]=[CH:17][C:18]=1[F:19])[CH:20]=[O:21])[C:2]1[CH:7]=[CH:6][CH:5]=[CH:4][CH:3]=1. The catalyst class is: 1.